From a dataset of Forward reaction prediction with 1.9M reactions from USPTO patents (1976-2016). Predict the product of the given reaction. (1) Given the reactants [CH2:1]([O:3][C:4]([CH:6]1[N:16]([C:17]([O:19][C:20]([CH3:23])([CH3:22])[CH3:21])=[O:18])[CH2:15][C:9]2[N:10]=[CH:11][NH:12][C:13](=O)[C:8]=2[CH2:7]1)=[O:5])[CH3:2].[CH2:24]([O:26][C:27]([CH:29]1[N:38]([C:39]([O:41][C:42]([CH3:45])([CH3:44])[CH3:43])=[O:40])[CH2:37][C:36]2C(=O)[NH:34][CH:33]=[N:32][C:31]=2[CH2:30]1)=[O:28])[CH3:25].[C:47]([Cl:51])(Cl)(Cl)[Cl:48].C1(P(C2C=CC=CC=2)C2C=CC=CC=2)C=CC=CC=1, predict the reaction product. The product is: [CH2:1]([O:3][C:4]([CH:6]1[N:16]([C:17]([O:19][C:20]([CH3:23])([CH3:22])[CH3:21])=[O:18])[CH2:15][C:9]2[N:10]=[CH:11][N:12]=[C:13]([Cl:48])[C:8]=2[CH2:7]1)=[O:5])[CH3:2].[CH2:24]([O:26][C:27]([CH:29]1[N:38]([C:39]([O:41][C:42]([CH3:43])([CH3:45])[CH3:44])=[O:40])[CH2:37][C:36]2[C:47]([Cl:51])=[N:34][CH:33]=[N:32][C:31]=2[CH2:30]1)=[O:28])[CH3:25]. (2) Given the reactants C(OC([N:8]1[CH2:12][C@H:11]([F:13])[CH2:10][C@H:9]1[C:14]([OH:16])=O)=O)(C)(C)C.[F:17][C:18]([F:34])([F:33])[C:19]1[CH:24]=[CH:23][C:22]([C:25]2[N:30]=[CH:29][N:28]=[C:27]([CH2:31][NH2:32])[CH:26]=2)=[CH:21][CH:20]=1.[F:35][C:36]1[CH:37]=[C:38]([S:42](Cl)(=[O:44])=[O:43])[CH:39]=[N:40][CH:41]=1, predict the reaction product. The product is: [F:13][C@H:11]1[CH2:12][N:8]([S:42]([C:38]2[CH:39]=[N:40][CH:41]=[C:36]([F:35])[CH:37]=2)(=[O:44])=[O:43])[C@H:9]([C:14]([NH:32][CH2:31][C:27]2[CH:26]=[C:25]([C:22]3[CH:21]=[CH:20][C:19]([C:18]([F:17])([F:33])[F:34])=[CH:24][CH:23]=3)[N:30]=[CH:29][N:28]=2)=[O:16])[CH2:10]1. (3) The product is: [C:1]1([O:7][C:8](=[O:26])[NH:9][C:10]2[CH:15]=[CH:14][C:13]([B:16]3[O:17][C:18]([CH3:23])([CH3:24])[C:19]([CH3:22])([CH3:21])[O:20]3)=[CH:12][CH:11]=2)[CH:6]=[CH:5][CH:4]=[CH:3][CH:2]=1. Given the reactants [C:1]1([O:7][C:8](=[O:26])[NH:9][C:10]2[CH:15]=[CH:14][C:13]([B:16]3[O:20][C:19]([CH3:22])([CH3:21])[C:18]([CH3:24])([CH3:23])[O:17]3)=[C:12](F)[CH:11]=2)[CH:6]=[CH:5][CH:4]=[CH:3][CH:2]=1.CC1(C)C(C)(C)OB(C2C=CC(N)=CC=2)O1, predict the reaction product. (4) The product is: [C:28]([S:27][S:26][CH2:25][C@H:21]1[C:22](=[O:24])[O:23][CH2:1][N:20]1[C:18]([O:17][CH2:16][CH:14]1[C:13]2[CH:12]=[CH:11][CH:10]=[CH:9][C:8]=2[C:7]2[C:15]1=[CH:3][CH:4]=[CH:5][CH:6]=2)=[O:19])([CH3:31])([CH3:30])[CH3:29]. Given the reactants [CH2:1]=O.[CH:3]1[C:15]2[CH:14]([CH2:16][O:17][C:18]([NH:20][C@@H:21]([CH2:25][S:26][S:27][C:28]([CH3:31])([CH3:30])[CH3:29])[C:22]([OH:24])=[O:23])=[O:19])[C:13]3[C:8](=[CH:9][CH:10]=[CH:11][CH:12]=3)[C:7]=2[CH:6]=[CH:5][CH:4]=1, predict the reaction product. (5) The product is: [ClH:36].[F:34][C:2]([F:1])([F:35])[CH2:3][O:4][C:5]([N:7]1[CH2:13][C@H:12]([NH2:14])[C:11](=[O:22])[NH:10][C:9]2[CH:28]=[C:29]([F:33])[C:30]([F:32])=[CH:31][C:8]1=2)=[O:6]. Given the reactants [F:1][C:2]([F:35])([F:34])[CH2:3][O:4][C:5]([N:7]1[CH2:13][C@H:12]([NH:14]C(OC(C)(C)C)=O)[C:11](=[O:22])[N:10](CC(F)(F)F)[C:9]2[CH:28]=[C:29]([F:33])[C:30]([F:32])=[CH:31][C:8]1=2)=[O:6].[ClH:36], predict the reaction product. (6) Given the reactants [CH2:1]([O:3][C:4]([C:6]1[CH:7]=[N:8][N:9]([CH2:11][C:12]#[C:13][Si](C)(C)C)[CH:10]=1)=[O:5])[CH3:2].[Na].O=C1O[C@H]([C@H](CO)O)C(O)=C1O.[N:31]([Si](C)(C)C)=[N+:32]=[N-:33], predict the reaction product. The product is: [CH2:1]([O:3][C:4]([C:6]1[CH:7]=[N:8][N:9]([CH2:11][C:12]2[N:31]=[N:32][NH:33][CH:13]=2)[CH:10]=1)=[O:5])[CH3:2]. (7) Given the reactants [Cl:1][C:2]1[CH:7]=[CH:6][C:5]([CH:8]([C:27]2[CH:32]=[CH:31][C:30]([Cl:33])=[CH:29][CH:28]=2)[N:9]2[CH2:12][CH:11]([N:13]([S:23]([CH3:26])(=[O:25])=[O:24])[C:14]3[CH:15]=[C:16]([CH:20]=[CH:21][CH:22]=3)[C:17]([OH:19])=O)[CH2:10]2)=[CH:4][CH:3]=1.O[N:35]1[C:39]2[CH:40]=[CH:41]C=C[C:38]=2[N:37]=[N:36]1.C(N(CC)CC)C.N1C=CC(CN)=N1, predict the reaction product. The product is: [Cl:1][C:2]1[CH:3]=[CH:4][C:5]([CH:8]([C:27]2[CH:32]=[CH:31][C:30]([Cl:33])=[CH:29][CH:28]=2)[N:9]2[CH2:12][CH:11]([N:13]([S:23]([CH3:26])(=[O:25])=[O:24])[C:14]3[CH:15]=[C:16]([CH:20]=[CH:21][CH:22]=3)[C:17]([NH:37][CH2:38][C:39]3[CH:40]=[CH:41][NH:36][N:35]=3)=[O:19])[CH2:10]2)=[CH:6][CH:7]=1.